This data is from Forward reaction prediction with 1.9M reactions from USPTO patents (1976-2016). The task is: Predict the product of the given reaction. (1) Given the reactants [C:1]1([NH:7][C:8]([NH:10][NH:11][C:12]2[N:21]=[C:20]([C:22]([F:25])([F:24])[F:23])[CH:19]=[CH:18][C:13]=2[C:14]([O:16][CH3:17])=[O:15])=O)[CH:6]=[CH:5][CH:4]=[CH:3][CH:2]=1.P(Cl)(Cl)(Cl)=O, predict the reaction product. The product is: [C:1]1([NH:7][C:8]2[N:21]3[C:20]([C:22]([F:25])([F:24])[F:23])=[CH:19][CH:18]=[C:13]([C:14]([O:16][CH3:17])=[O:15])[C:12]3=[N:11][N:10]=2)[CH:6]=[CH:5][CH:4]=[CH:3][CH:2]=1. (2) Given the reactants [CH3:1][C@:2]12[C:9]([CH3:11])([CH3:10])[CH:6]([CH2:7][CH2:8]1)[C:5](=[O:12])[CH2:4][C:3]2=[O:13].C(N(CC)CC)C.[Cl:21][C:22]1[CH:23]=[C:24]([N:29]=[C:30]=[O:31])[CH:25]=[C:26]([Cl:28])[CH:27]=1.Cl, predict the reaction product. The product is: [Cl:21][C:22]1[CH:23]=[C:24]([NH:29][C:30]([CH:4]2[C:5](=[O:12])[CH:6]3[C:9]([CH3:10])([CH3:11])[C@@:2]([CH3:1])([CH2:8][CH2:7]3)[C:3]2=[O:13])=[O:31])[CH:25]=[C:26]([Cl:28])[CH:27]=1. (3) Given the reactants [OH:1][C:2]1[CH:3]=[CH:4][C:5]2[C:17](=[O:18])[C:16]3[C:15]4[C:10](=[CH:11][C:12]([C:19]#[N:20])=[CH:13][CH:14]=4)[NH:9][C:8]=3[C:7]([CH3:22])([CH3:21])[C:6]=2[CH:23]=1.C1(P(C2C=CC=CC=2)C2C=CC=CC=2)C=CC=CC=1.[C:43]([O:47][C:48]([N:50]1[CH2:55][CH2:54][CH:53]([CH2:56]O)[CH2:52][CH2:51]1)=[O:49])([CH3:46])([CH3:45])[CH3:44].C(OC(N=NC(OCC)=O)=O)C, predict the reaction product. The product is: [C:43]([O:47][C:48]([N:50]1[CH2:55][CH2:54][CH:53]([CH2:56][O:1][C:2]2[CH:3]=[CH:4][C:5]3[C:17](=[O:18])[C:16]4[C:15]5[C:10](=[CH:11][C:12]([C:19]#[N:20])=[CH:13][CH:14]=5)[NH:9][C:8]=4[C:7]([CH3:21])([CH3:22])[C:6]=3[CH:23]=2)[CH2:52][CH2:51]1)=[O:49])([CH3:46])([CH3:44])[CH3:45].